From a dataset of Forward reaction prediction with 1.9M reactions from USPTO patents (1976-2016). Predict the product of the given reaction. (1) Given the reactants [Cl:1][C:2]1[CH:7]=[CH:6][C:5]([NH:8][C:9]2[S:10][CH:11]=[CH:12][N:13]=2)=[CH:4][C:3]=1[OH:14].[CH:15]1(O)[CH2:20][CH2:19][CH2:18][CH2:17][CH2:16]1.[CH:22]1C=CC(P(C2C=CC=CC=2)C2C=CC=CC=2)=CC=1.CCOC(/N=N/C(OCC)=O)=O, predict the reaction product. The product is: [Cl:1][C:2]1[CH:7]=[CH:6][C:5]([NH:8][C:9]2[S:10][CH:11]=[CH:12][N:13]=2)=[CH:4][C:3]=1[O:14][CH2:22][CH:15]1[CH2:20][CH2:19][CH2:18][CH2:17][CH2:16]1. (2) Given the reactants [Br:1][C:2]1[C:7]([O:8][CH3:9])=[CH:6][C:5]([C:10]2[O:14][CH:13]=[N:12][CH:11]=2)=[CH:4][C:3]=1[O:15][CH3:16].CON(C)[C:20](=[O:36])[CH:21]([O:34][CH3:35])[C:22]1[CH:27]=[CH:26][C:25]([N:28]2[CH2:33][CH2:32][O:31][CH2:30][CH2:29]2)=[CH:24][CH:23]=1, predict the reaction product. The product is: [Br:1][C:2]1[C:3]([O:15][CH3:16])=[CH:4][C:5]([C:10]2[O:14][C:13]([C:20](=[O:36])[CH:21]([O:34][CH3:35])[C:22]3[CH:23]=[CH:24][C:25]([N:28]4[CH2:29][CH2:30][O:31][CH2:32][CH2:33]4)=[CH:26][CH:27]=3)=[N:12][CH:11]=2)=[CH:6][C:7]=1[O:8][CH3:9]. (3) Given the reactants [CH3:1][C:2]([C@@H:36]([OH:48])[C:37]([NH:39][CH2:40][CH2:41][C:42]([NH:44][CH2:45][CH2:46][SH:47])=[O:43])=[O:38])([CH2:4][O:5][P:6]([O:9][P:10]([O:13][CH2:14][C@H:15]1[O:19][C@@H:18]([N:20]2[C:24]3[N:25]=[CH:26][N:27]=[C:28]([NH2:29])[C:23]=3[N:22]=[CH:21]2)[C@H:17]([OH:30])[C@@H:16]1[O:31][P:32]([OH:35])([OH:34])=[O:33])([OH:12])=[O:11])([OH:8])=[O:7])[CH3:3].C[O:50][C:51]1C(O)=C(OC)[CH:54]=[C:53](/C=C/C(O)=O)[CH:52]=1, predict the reaction product. The product is: [C:51]([S:47][CH2:46][CH2:45][NH:44][C:42](=[O:43])[CH2:41][CH2:40][NH:39][C:37](=[O:38])[C@H:36]([OH:48])[C:2]([CH3:1])([CH3:3])[CH2:4][O:5][P:6]([OH:8])(=[O:7])[O:9][P:10]([OH:12])(=[O:11])[O:13][CH2:14][C@H:15]1[O:19][C@@H:18]([N:20]2[C:24]3[N:25]=[CH:26][N:27]=[C:28]([NH2:29])[C:23]=3[N:22]=[CH:21]2)[C@H:17]([OH:30])[C@@H:16]1[O:31][P:32]([OH:35])([OH:34])=[O:33])(=[O:50])/[CH:52]=[CH:53]/[CH3:54]. (4) Given the reactants C([O:3][C:4](=[O:44])[CH2:5][C:6]1[CH:7]=[C:8]([C:20]2[CH:25]=[CH:24][C:23]([C:26]([F:29])([F:28])[F:27])=[CH:22][C:21]=2[CH2:30][N:31]([C:34]([O:36][CH2:37][C:38]2[CH:43]=[CH:42][CH:41]=[CH:40][CH:39]=2)=[O:35])[CH2:32][CH3:33])[C:9]([O:12][CH2:13][C:14]2[CH:19]=[CH:18][CH:17]=[CH:16][CH:15]=2)=[CH:10][CH:11]=1)C.[Li+].[OH-].Cl, predict the reaction product. The product is: [CH2:13]([O:12][C:9]1[C:8]([C:20]2[CH:25]=[CH:24][C:23]([C:26]([F:27])([F:29])[F:28])=[CH:22][C:21]=2[CH2:30][N:31]([C:34]([O:36][CH2:37][C:38]2[CH:39]=[CH:40][CH:41]=[CH:42][CH:43]=2)=[O:35])[CH2:32][CH3:33])=[CH:7][C:6]([CH2:5][C:4]([OH:44])=[O:3])=[CH:11][CH:10]=1)[C:14]1[CH:15]=[CH:16][CH:17]=[CH:18][CH:19]=1. (5) Given the reactants [S:1]([N:11]1[C:15]2=[N:16][CH:17]=[C:18]([CH2:20][NH2:21])[N:19]=[C:14]2[CH:13]=[CH:12]1)([C:4]1[CH:10]=[CH:9][C:7]([CH3:8])=[CH:6][CH:5]=1)(=[O:3])=[O:2].[C:22]1([C:28]([C:30]2[CH:35]=[CH:34][CH:33]=[CH:32][CH:31]=2)=N)[CH:27]=[CH:26][CH:25]=[CH:24][CH:23]=1, predict the reaction product. The product is: [C:22]1([C:28]([C:30]2[CH:31]=[CH:32][CH:33]=[CH:34][CH:35]=2)=[N:21][CH2:20][C:18]2[N:19]=[C:14]3[CH:13]=[CH:12][N:11]([S:1]([C:4]4[CH:5]=[CH:6][C:7]([CH3:8])=[CH:9][CH:10]=4)(=[O:2])=[O:3])[C:15]3=[N:16][CH:17]=2)[CH:27]=[CH:26][CH:25]=[CH:24][CH:23]=1. (6) Given the reactants [CH:1]([OH:3])=[O:2].C([N:11](CC1C=CC=CC=1)[C@@H:12]([CH3:20])[C@H:13]([CH:15]1[CH2:17][C:16]1([CH3:19])[CH3:18])[OH:14])C1C=CC=CC=1, predict the reaction product. The product is: [CH3:19][C:16]1([CH3:18])[CH2:17][CH:15]1[CH:13]([OH:14])[C@@H:12]([NH:11][C:1](=[O:3])[O:2][C:15]([CH3:17])([CH3:16])[CH3:13])[CH3:20].